Dataset: Forward reaction prediction with 1.9M reactions from USPTO patents (1976-2016). Task: Predict the product of the given reaction. Given the reactants O1CCCC1.[CH2:6]([C:9]1[C:10]([NH:35][C@H:36]2[CH2:41][CH2:40][CH2:39][N:38]([C:42]([O:44][C:45]([CH3:48])([CH3:47])[CH3:46])=[O:43])[CH2:37]2)=[N:11][C:12]2[N:13]([N:32]=[CH:33][CH:34]=2)[C:14]=1[N:15]([C:25]([O:27][C:28]([CH3:31])([CH3:30])[CH3:29])=[O:26])[C:16]1[CH:21]=[CH:20][C:19]([O:22][CH2:23][CH3:24])=[CH:18][CH:17]=1)[CH:7]=C.I([O-])(=O)(=O)=O.[Na+].S([O-])([O-])=O.[Na+].[Na+], predict the reaction product. The product is: [C:28]([O:27][C:25]([N:15]([C:16]1[CH:17]=[CH:18][C:19]([O:22][CH2:23][CH3:24])=[CH:20][CH:21]=1)[C:14]1[N:13]2[C:12](=[CH:34][CH:33]=[N:32]2)[N:11]=[C:10]2[C:9]=1[CH:6]=[CH:7][N:35]2[C@H:36]1[CH2:41][CH2:40][CH2:39][N:38]([C:42]([O:44][C:45]([CH3:48])([CH3:47])[CH3:46])=[O:43])[CH2:37]1)=[O:26])([CH3:29])([CH3:30])[CH3:31].